Predict the product of the given reaction. From a dataset of Forward reaction prediction with 1.9M reactions from USPTO patents (1976-2016). (1) Given the reactants [C:1]([NH:4][C:5]1[S:6][C:7]([C:11]2[N:12]=[C:13]([C:16](Cl)=[O:17])[S:14][CH:15]=2)=[C:8]([CH3:10])[N:9]=1)(=[O:3])[CH3:2].[OH:19][CH:20]1[CH2:25][CH2:24][NH:23][CH2:22][CH2:21]1.C(N(CC)CC)C, predict the reaction product. The product is: [OH:19][CH:20]1[CH2:25][CH2:24][N:23]([C:16]([C:13]2[S:14][CH:15]=[C:11]([C:7]3[S:6][C:5]([NH:4][C:1](=[O:3])[CH3:2])=[N:9][C:8]=3[CH3:10])[N:12]=2)=[O:17])[CH2:22][CH2:21]1. (2) Given the reactants O[C:2]([C:10]1[CH:15]=[CH:14][C:13]([CH:16]2[CH2:23][CH2:22][CH2:21][CH2:20][CH2:19][CH2:18][CH2:17]2)=[CH:12][CH:11]=1)([CH3:9])[CH2:3][C:4]([O:6][CH2:7][CH3:8])=[O:5].C1(C)C=CC(S(O)(=O)=O)=CC=1, predict the reaction product. The product is: [CH:16]1([C:13]2[CH:12]=[CH:11][C:10]([C:2]([CH3:9])=[CH:3][C:4]([O:6][CH2:7][CH3:8])=[O:5])=[CH:15][CH:14]=2)[CH2:17][CH2:18][CH2:19][CH2:20][CH2:21][CH2:22][CH2:23]1.